This data is from Reaction yield outcomes from USPTO patents with 853,638 reactions. The task is: Predict the reaction yield, written as a fraction of the theoretical maximum amount of product (1.0 means a 100% yield; for example, 0.34 means a 34% yield). (1) The reactants are [NH2:1][C@@H:2]([C@@H:35]([C:43]1[CH:48]=[CH:47][C:46]([Cl:49])=[CH:45][CH:44]=1)[C:36]1[CH:41]=[CH:40][CH:39]=[C:38]([F:42])[CH:37]=1)[C:3]([NH:5][C:6]1[CH:7]=[N:8][CH:9]=[C:10]([F:34])[C:11]=1[CH2:12][CH2:13][C@@H:14]1[N:19]([S:20]([CH:23]2[CH2:25][CH2:24]2)(=[O:22])=[O:21])[C@@H:18]([CH3:26])[CH2:17][N:16]([C:27]([O:29][C:30]([CH3:33])([CH3:32])[CH3:31])=[O:28])[CH2:15]1)=[O:4].C(N(C(C)C)CC)(C)C.[CH3:59][O:60][C:61](Cl)=[O:62]. The catalyst is ClCCl.O.CCOC(C)=O. The product is [Cl:49][C:46]1[CH:47]=[CH:48][C:43]([C@@H:35]([C:36]2[CH:41]=[CH:40][CH:39]=[C:38]([F:42])[CH:37]=2)[C@H:2]([NH:1][C:61]([O:60][CH3:59])=[O:62])[C:3]([NH:5][C:6]2[CH:7]=[N:8][CH:9]=[C:10]([F:34])[C:11]=2[CH2:12][CH2:13][C@@H:14]2[N:19]([S:20]([CH:23]3[CH2:24][CH2:25]3)(=[O:22])=[O:21])[C@@H:18]([CH3:26])[CH2:17][N:16]([C:27]([O:29][C:30]([CH3:31])([CH3:33])[CH3:32])=[O:28])[CH2:15]2)=[O:4])=[CH:44][CH:45]=1. The yield is 0.560. (2) The reactants are Br[C:2]1[CH:3]=[C:4]([NH:10][C:11]2[S:12][C:13]3[CH2:14][N:15]([CH3:20])[CH2:16][CH2:17][C:18]=3[N:19]=2)[C:5](=[O:9])[N:6]([CH3:8])[CH:7]=1.[B:21]1([B:21]2[O:25][C:24]([CH3:27])([CH3:26])[C:23]([CH3:29])([CH3:28])[O:22]2)[O:25][C:24]([CH3:27])([CH3:26])[C:23]([CH3:29])([CH3:28])[O:22]1.CC(C1C=C(C(C)C)C(C2C=CC=CC=2P(C2CCCCC2)C2CCCCC2)=C(C(C)C)C=1)C.C([O-])(=O)C.[K+]. The catalyst is O1CCOCC1.C1C=CC(/C=C/C(/C=C/C2C=CC=CC=2)=O)=CC=1.C1C=CC(/C=C/C(/C=C/C2C=CC=CC=2)=O)=CC=1.C1C=CC(/C=C/C(/C=C/C2C=CC=CC=2)=O)=CC=1.[Pd].[Pd]. The product is [CH3:8][N:6]1[CH:7]=[C:2]([B:21]2[O:25][C:24]([CH3:27])([CH3:26])[C:23]([CH3:29])([CH3:28])[O:22]2)[CH:3]=[C:4]([NH:10][C:11]2[S:12][C:13]3[CH2:14][N:15]([CH3:20])[CH2:16][CH2:17][C:18]=3[N:19]=2)[C:5]1=[O:9]. The yield is 0.860. (3) The reactants are [CH2:1]([O:3][C:4](=[O:25])[C:5]([CH3:24])([O:17][C:18]1[CH:23]=[CH:22][CH:21]=[CH:20][CH:19]=1)[CH2:6][C:7]1[CH:12]=[CH:11][C:10]([OH:13])=[C:9]([CH2:14][CH2:15][CH3:16])[CH:8]=1)[CH3:2].C(=O)([O-])[O-].[Cs+].[Cs+].[C:32]1([C:38]2[O:39][C:40]([CH3:56])=[C:41]([CH2:43][CH2:44]OS(C3C=CC(C)=CC=3)(=O)=O)[N:42]=2)[CH:37]=[CH:36][CH:35]=[CH:34][CH:33]=1. The catalyst is CN(C=O)C. The product is [CH2:1]([O:3][C:4](=[O:25])[C:5]([CH3:24])([O:17][C:18]1[CH:23]=[CH:22][CH:21]=[CH:20][CH:19]=1)[CH2:6][C:7]1[CH:12]=[CH:11][C:10]([O:13][CH2:44][CH2:43][C:41]2[N:42]=[C:38]([C:32]3[CH:37]=[CH:36][CH:35]=[CH:34][CH:33]=3)[O:39][C:40]=2[CH3:56])=[C:9]([CH2:14][CH2:15][CH3:16])[CH:8]=1)[CH3:2]. The yield is 0.600. (4) The reactants are [CH3:1][N:2]1[C:6]2[C:7]3[CH:8]=[CH:9][CH:10]=[CH:11][C:12]=3[O:13][C:14]3([CH2:19][CH2:18][N:17]([C:20]([C:22]4[CH:31]=[CH:30][CH:29]=[CH:28][C:23]=4[C:24]([O:26]C)=[O:25])=[O:21])[CH2:16][CH2:15]3)[C:5]=2[CH:4]=[N:3]1.[OH-].[Na+]. The catalyst is O1CCOCC1. The product is [CH3:1][N:2]1[C:6]2[C:7]3[CH:8]=[CH:9][CH:10]=[CH:11][C:12]=3[O:13][C:14]3([CH2:19][CH2:18][N:17]([C:20]([C:22]4[CH:31]=[CH:30][CH:29]=[CH:28][C:23]=4[C:24]([OH:26])=[O:25])=[O:21])[CH2:16][CH2:15]3)[C:5]=2[CH:4]=[N:3]1. The yield is 0.750. (5) The reactants are C([O:3][C:4]([C:6]1[N:7]=[C:8]([CH3:30])[S:9][C:10]=1[NH:11][C:12]([C:14]1[C:19]([NH:20][C:21]2[CH:22]=[N:23][CH:24]=[N:25][CH:26]=2)=[N:18][CH:17]=[C:16]([CH:27]2[CH2:29][CH2:28]2)[N:15]=1)=[O:13])=[O:5])C.[OH-].[Li+]. The catalyst is C1COCC1.C(O)C. The product is [CH:27]1([C:16]2[N:15]=[C:14]([C:12]([NH:11][C:10]3[S:9][C:8]([CH3:30])=[N:7][C:6]=3[C:4]([OH:5])=[O:3])=[O:13])[C:19]([NH:20][C:21]3[CH:26]=[N:25][CH:24]=[N:23][CH:22]=3)=[N:18][CH:17]=2)[CH2:29][CH2:28]1. The yield is 0.430. (6) The reactants are [NH2:1][C:2]1[CH:3]=[CH:4][C:5]2[N:10]([CH2:11][CH2:12][N:13]3[CH2:17][CH2:16][CH2:15][CH2:14]3)[C:9](=[O:18])[CH2:8][O:7][C:6]=2[CH:19]=1.I.[S:21]1[CH:25]=[CH:24][CH:23]=[C:22]1[C:26](SC)=[NH:27]. The catalyst is C(O)C.C([O-])(O)=O.[Na+]. The product is [O:18]=[C:9]1[CH2:8][O:7][C:6]2[CH:19]=[C:2]([NH:1][C:26]([C:22]3[S:21][CH:25]=[CH:24][CH:23]=3)=[NH:27])[CH:3]=[CH:4][C:5]=2[N:10]1[CH2:11][CH2:12][N:13]1[CH2:14][CH2:15][CH2:16][CH2:17]1. The yield is 0.900. (7) The reactants are [OH:1][C:2]1[C:3]([C:18](=[N:20][NH:21][C:22]([C:24]2[CH:33]=[CH:32][C:27]([C:28]([O:30]C)=[O:29])=[CH:26][CH:25]=2)=[O:23])[CH3:19])=[N:4][N:5]([CH3:17])[C:6]=1[C:7]1[CH:12]=[CH:11][C:10]([C:13]([F:16])([F:15])[F:14])=[CH:9][CH:8]=1.CO.[OH-].[Na+].Cl. The catalyst is O. The product is [OH:1][C:2]1[C:3]([C:18](=[N:20][NH:21][C:22]([C:24]2[CH:25]=[CH:26][C:27]([C:28]([OH:30])=[O:29])=[CH:32][CH:33]=2)=[O:23])[CH3:19])=[N:4][N:5]([CH3:17])[C:6]=1[C:7]1[CH:12]=[CH:11][C:10]([C:13]([F:14])([F:15])[F:16])=[CH:9][CH:8]=1. The yield is 0.730.